Task: Predict the reactants needed to synthesize the given product.. Dataset: Full USPTO retrosynthesis dataset with 1.9M reactions from patents (1976-2016) Given the product [CH3:1][O:2][C:3](=[O:25])[CH2:4][C:5]1[C:14]([CH3:15])=[C:13]([C:61]2[CH:62]=[CH:63][C:58]([S:55](=[O:56])(=[O:57])[NH:54][C:51]3[CH:50]=[CH:49][C:48]([O:47][C:46]([F:67])([F:45])[F:68])=[CH:53][CH:52]=3)=[CH:59][CH:60]=2)[C:12]2[C:7](=[CH:8][CH:9]=[C:10]([Cl:24])[CH:11]=2)[CH:6]=1, predict the reactants needed to synthesize it. The reactants are: [CH3:1][O:2][C:3](=[O:25])[CH2:4][C:5]1[C:14]([CH3:15])=[C:13](OS(C(F)(F)F)(=O)=O)[C:12]2[C:7](=[CH:8][CH:9]=[C:10]([Cl:24])[CH:11]=2)[CH:6]=1.C1(P(C2C=CC=CC=2)C2C=CC=CC=2)C=CC=CC=1.[F:45][C:46]([F:68])([F:67])[O:47][C:48]1[CH:53]=[CH:52][C:51]([NH:54][S:55]([C:58]2[CH:63]=[CH:62][C:61](B(O)O)=[CH:60][CH:59]=2)(=[O:57])=[O:56])=[CH:50][CH:49]=1.C(=O)([O-])[O-].[Na+].[Na+].